From a dataset of Forward reaction prediction with 1.9M reactions from USPTO patents (1976-2016). Predict the product of the given reaction. (1) Given the reactants [NH2:1][C@@H:2]([C:4]([OH:6])=[O:5])[CH3:3].[C:7]([O-:10])([O-])=O.[Na+].[Na+].[N+:13]([C:16]1[CH:24]=[CH:23][CH:22]=[C:21]([N+:25]([O-:27])=[O:26])[C:17]=1C(O)=O)([O-:15])=[O:14], predict the reaction product. The product is: [N+:13]([C:16]1[CH:17]=[C:21]([N+:25]([O-:27])=[O:26])[CH:22]=[CH:23][C:24]=1[C:7]([NH:1][C@H:2]([CH3:3])[C:4]([OH:6])=[O:5])=[O:10])([O-:15])=[O:14]. (2) The product is: [F:1][C:2]1[CH:3]=[C:4]([CH:29]=[C:30]([N:32]2[CH2:37][CH2:36][O:35][CH2:34][CH2:33]2)[CH:31]=1)[C:5]([NH:7][C:8]1[C:17]2[C:12](=[CH:13][CH:14]=[CH:15][CH:16]=2)[C:11]([O:18][C:19]2[CH:24]=[CH:23][N:22]=[C:21]([N:38]3[CH2:43][CH2:42][O:41][CH2:40][CH2:39]3)[N:20]=2)=[CH:10][CH:9]=1)=[O:6]. Given the reactants [F:1][C:2]1[CH:3]=[C:4]([CH:29]=[C:30]([N:32]2[CH2:37][CH2:36][O:35][CH2:34][CH2:33]2)[CH:31]=1)[C:5]([NH:7][C:8]1[C:17]2[C:12](=[CH:13][CH:14]=[CH:15][CH:16]=2)[C:11]([O:18][C:19]2[CH:24]=[CH:23][N:22]=[C:21](S(C)(=O)=O)[N:20]=2)=[CH:10][CH:9]=1)=[O:6].[NH:38]1[CH2:43][CH2:42][O:41][CH2:40][CH2:39]1, predict the reaction product.